The task is: Binary Classification. Given a drug SMILES string, predict its activity (active/inactive) in a high-throughput screening assay against a specified biological target.. This data is from Tyrosyl-DNA phosphodiesterase HTS with 341,365 compounds. (1) The drug is Brc1c(F)c(F)c(N\N=C(\c2ccncc2)C)c(F)c1F. The result is 0 (inactive). (2) The molecule is N1CC2C(N=NC2)(C1)C#N. The result is 0 (inactive).